This data is from Orexin1 receptor HTS with 218,158 compounds and 233 confirmed actives. The task is: Binary Classification. Given a drug SMILES string, predict its activity (active/inactive) in a high-throughput screening assay against a specified biological target. (1) The molecule is O=C1C(=C(\N2CCN(CC2)c2ncccc2)C)/C(=O)c2c1cccc2. The result is 0 (inactive). (2) The compound is Clc1cc(ccc1)/C=N\NC(=O)Cn1nc(nc1)[N+]([O-])=O. The result is 0 (inactive). (3) The drug is O=C(N1CCN(CC1)c1ncccc1)C1C(N(C(=O)C1)c1ccc(OC)cc1)c1ccc(OC)cc1. The result is 0 (inactive).